This data is from Forward reaction prediction with 1.9M reactions from USPTO patents (1976-2016). The task is: Predict the product of the given reaction. (1) Given the reactants [Cl:1][C:2]1[CH:3]=[C:4]([C:9]2[N:10]3[CH2:18][CH2:17][N:16]=[C:11]3[S:12][C:13]=2[CH:14]=[O:15])[CH:5]=[CH:6][C:7]=1[Cl:8].[BH4-].[Na+], predict the reaction product. The product is: [Cl:1][C:2]1[CH:3]=[C:4]([C:9]2[N:10]3[CH2:18][CH2:17][N:16]=[C:11]3[S:12][C:13]=2[CH2:14][OH:15])[CH:5]=[CH:6][C:7]=1[Cl:8]. (2) The product is: [F:34][C:35]1[CH:40]=[C:39]([N:41]2[CH:45]=[N:44][N:43]=[N:42]2)[CH:38]=[CH:37][C:36]=1[O:5][CH2:6][C:7]1[N:12]=[C:11]([CH:13]2[CH2:18][CH2:17][N:16]([C:19]([O:21][C:22]([CH3:25])([CH3:24])[CH3:23])=[O:20])[CH2:15][CH2:14]2)[CH:10]=[CH:9][CH:8]=1. Given the reactants CS([O:5][CH2:6][C:7]1[N:12]=[C:11]([CH:13]2[CH2:18][CH2:17][N:16]([C:19]([O:21][C:22]([CH3:25])([CH3:24])[CH3:23])=[O:20])[CH2:15][CH2:14]2)[CH:10]=[CH:9][CH:8]=1)(=O)=O.C(=O)([O-])[O-].[Cs+].[Cs+].[I-].[K+].[F:34][C:35]1[CH:40]=[C:39]([N:41]2[CH:45]=[N:44][N:43]=[N:42]2)[CH:38]=[CH:37][C:36]=1O, predict the reaction product.